Dataset: Forward reaction prediction with 1.9M reactions from USPTO patents (1976-2016). Task: Predict the product of the given reaction. (1) Given the reactants [CH2:1]([C:8]1[CH:16]=[CH:15][C:11]([C:12](O)=[O:13])=[CH:10][CH:9]=1)[C:2]1[CH:7]=[CH:6][CH:5]=[CH:4][CH:3]=1.C(Cl)(=O)C([Cl:20])=O.CN(C)C=O, predict the reaction product. The product is: [CH2:1]([C:8]1[CH:16]=[CH:15][C:11]([C:12]([Cl:20])=[O:13])=[CH:10][CH:9]=1)[C:2]1[CH:7]=[CH:6][CH:5]=[CH:4][CH:3]=1. (2) Given the reactants [C:1]([C:3]1[C:4]([C:17]2[CH:18]=[CH:19][C:20]([NH:23]CC3C=CC(OC)=CC=3)=[N:21][CH:22]=2)=[N:5][C:6]([NH:9][C:10]2[CH:15]=[CH:14][C:13]([F:16])=[CH:12][CH:11]=2)=[N:7][CH:8]=1)#[N:2].C([O-])(O)=O.[Na+], predict the reaction product. The product is: [NH2:23][C:20]1[CH:19]=[CH:18][C:17]([C:4]2[C:3]([C:1]#[N:2])=[CH:8][N:7]=[C:6]([NH:9][C:10]3[CH:15]=[CH:14][C:13]([F:16])=[CH:12][CH:11]=3)[N:5]=2)=[CH:22][N:21]=1. (3) Given the reactants Cl.[Cl:2][C:3]1[C:4]([O:37][CH3:38])=[CH:5][CH:6]=[C:7]2[C:12]=1[N:11]=[C:10]([C:13]1[S:14][CH:15]=[C:16]([CH:18]([CH3:20])[CH3:19])[N:17]=1)[CH:9]=[C:8]2[O:21][C@@H:22]1[CH2:26][NH:25][C@H:24]([C:27]([N:29]([CH2:31][CH2:32][CH2:33][CH2:34][CH:35]=[CH2:36])[CH3:30])=[O:28])[CH2:23]1.[C:39](N1C=CN=C1)([N:41]1[CH:45]=[CH:44][N:43]=[CH:42]1)=[O:40], predict the reaction product. The product is: [Cl:2][C:3]1[C:4]([O:37][CH3:38])=[CH:5][CH:6]=[C:7]2[C:12]=1[N:11]=[C:10]([C:13]1[S:14][CH:15]=[C:16]([CH:18]([CH3:20])[CH3:19])[N:17]=1)[CH:9]=[C:8]2[O:21][C@@H:22]1[CH2:26][N:25]([C:39]([N:41]2[CH:45]=[CH:44][N:43]=[CH:42]2)=[O:40])[C@H:24]([C:27]([N:29]([CH2:31][CH2:32][CH2:33][CH2:34][CH:35]=[CH2:36])[CH3:30])=[O:28])[CH2:23]1. (4) Given the reactants Cl[C:2]1[O:3][C:4]2[C:5](=[C:7]([C:19]#[N:20])[C:8]([CH3:18])=[C:9]([C:12]3[CH:17]=[CH:16][CH:15]=[CH:14][CH:13]=3)[C:10]=2[F:11])[N:6]=1.C(N(C(C)C)CC)(C)C.[NH:30]1[CH2:35][CH2:34][CH2:33][CH2:32][CH2:31]1, predict the reaction product. The product is: [F:11][C:10]1[C:9]([C:12]2[CH:17]=[CH:16][CH:15]=[CH:14][CH:13]=2)=[C:8]([CH3:18])[C:7]([C:19]#[N:20])=[C:5]2[C:4]=1[O:3][C:2]([N:30]1[CH2:35][CH2:34][CH2:33][CH2:32][CH2:31]1)=[N:6]2. (5) Given the reactants [CH3:1][C:2]1[CH:7]=[CH:6][CH:5]=[C:4]([CH3:8])[C:3]=1[CH2:9][CH:10]=[O:11].O1CCOCC1.[Br:18]Br.S([O-])([O-])(=O)=S.[Na+].[Na+], predict the reaction product. The product is: [Br:18][CH:9]([C:3]1[C:4]([CH3:8])=[CH:5][CH:6]=[CH:7][C:2]=1[CH3:1])[CH:10]=[O:11]. (6) Given the reactants Cl[C:2]1[CH:7]=[C:6]([CH3:8])[N:5]=[C:4]([C:9]2[CH:14]=[CH:13][CH:12]=[CH:11][N:10]=2)[N:3]=1.[CH3:15][O:16][C:17]1[CH:22]=[CH:21][CH:20]=[C:19]([NH2:23])[CH:18]=1, predict the reaction product. The product is: [CH3:15][O:16][C:17]1[CH:18]=[C:19]([CH:20]=[CH:21][CH:22]=1)[NH:23][C:2]1[CH:7]=[C:6]([CH3:8])[N:5]=[C:4]([C:9]2[CH:14]=[CH:13][CH:12]=[CH:11][N:10]=2)[N:3]=1.